From a dataset of Full USPTO retrosynthesis dataset with 1.9M reactions from patents (1976-2016). Predict the reactants needed to synthesize the given product. (1) Given the product [CH:14]([O:17][CH2:18][CH2:19][CH2:20][NH:21][C:11]([C:8]1[CH:7]=[CH:6][C:5]([C:3]([OH:2])=[O:4])=[CH:10][N:9]=1)=[O:13])([CH3:16])[CH3:15], predict the reactants needed to synthesize it. The reactants are: C[O:2][C:3]([C:5]1[CH:6]=[CH:7][C:8]([C:11]([OH:13])=O)=[N:9][CH:10]=1)=[O:4].[CH:14]([O:17][CH2:18][CH2:19][CH2:20][NH2:21])([CH3:16])[CH3:15]. (2) Given the product [F:20][C:15]1[CH:14]=[C:13]([C@@H:12]2[CH2:11][O:10][C:9](=[O:21])[N:8]2[C:6](=[O:7])[CH2:5][CH2:4][CH2:3][CH2:2][N:36]2[CH2:37][CH2:38][CH:33]([C:29]3[CH:28]=[C:27]([NH:26][C:24](=[O:25])[CH:23]([CH3:22])[CH3:39])[CH:32]=[CH:31][CH:30]=3)[CH2:34][CH2:35]2)[CH:18]=[CH:17][C:16]=1[F:19], predict the reactants needed to synthesize it. The reactants are: Cl[CH2:2][CH2:3][CH2:4][CH2:5][C:6]([N:8]1[C@H:12]([C:13]2[CH:18]=[CH:17][C:16]([F:19])=[C:15]([F:20])[CH:14]=2)[CH2:11][O:10][C:9]1=[O:21])=[O:7].[CH3:22][CH:23]([CH3:39])[C:24]([NH:26][C:27]1[CH:32]=[CH:31][CH:30]=[C:29]([CH:33]2[CH2:38][CH2:37][NH:36][CH2:35][CH2:34]2)[CH:28]=1)=[O:25]. (3) Given the product [CH2:1]([S:5]([O:8][C:9]1[CH:14]=[CH:13][C:12]([CH2:15][CH2:16][CH2:17][C:18]2[CH:23]=[CH:22][C:21]([CH:24]=[O:25])=[CH:20][C:19]=2[O:26][CH2:27][CH2:28][CH2:29][CH3:30])=[CH:11][C:10]=1[O:31][CH3:32])(=[O:6])=[O:7])[CH2:2][CH2:3][CH3:4], predict the reactants needed to synthesize it. The reactants are: [CH2:1]([S:5]([O:8][C:9]1[CH:14]=[CH:13][C:12]([CH2:15][CH2:16][CH2:17][C:18]2[CH:23]=[CH:22][C:21]([CH2:24][OH:25])=[CH:20][C:19]=2[O:26][CH2:27][CH2:28][CH2:29][CH3:30])=[CH:11][C:10]=1[O:31][CH3:32])(=[O:7])=[O:6])[CH2:2][CH2:3][CH3:4]. (4) The reactants are: [CH2:1]([OH:4])[CH2:2][OH:3].[H-].[Na+].Cl[C:8]1[N:13]=[CH:12][C:11]([C:14]([OH:16])=[O:15])=[CH:10][C:9]=1[C:17]1[CH:22]=[CH:21][C:20]([Cl:23])=[CH:19][CH:18]=1.O. Given the product [Cl:23][C:20]1[CH:19]=[CH:18][C:17]([C:9]2[C:8]([O:3][CH2:2][CH2:1][OH:4])=[N:13][CH:12]=[C:11]([CH:10]=2)[C:14]([OH:16])=[O:15])=[CH:22][CH:21]=1, predict the reactants needed to synthesize it. (5) Given the product [CH2:35]([N:42]1[CH2:46][CH2:45][CH2:44][CH:43]1[C:47]([NH:8][C@H:9]([C:19]1[C:24]([C:25]2[CH:26]=[CH:27][C:28]([F:34])=[C:29]([C:30](=[O:31])[NH2:32])[CH:33]=2)=[CH:23][CH:22]=[CH:21][N:20]=1)[CH2:10][C:11]1[CH:12]=[C:13]([F:18])[CH:14]=[C:15]([F:17])[CH:16]=1)=[O:48])[C:36]1[CH:41]=[CH:40][CH:39]=[CH:38][CH:37]=1, predict the reactants needed to synthesize it. The reactants are: FC(F)(F)C(O)=O.[NH2:8][C@H:9]([C:19]1[C:24]([C:25]2[CH:26]=[CH:27][C:28]([F:34])=[C:29]([CH:33]=2)[C:30]([NH2:32])=[O:31])=[CH:23][CH:22]=[CH:21][N:20]=1)[CH2:10][C:11]1[CH:16]=[C:15]([F:17])[CH:14]=[C:13]([F:18])[CH:12]=1.[CH2:35]([N:42]1[CH2:46][CH2:45][CH2:44][CH:43]1[C:47](O)=[O:48])[C:36]1[CH:41]=[CH:40][CH:39]=[CH:38][CH:37]=1. (6) The reactants are: [N:1]1[CH:6]=[CH:5][CH:4]=[C:3]([CH:7]([CH3:13])[C:8]([O:10][CH2:11][CH3:12])=[O:9])[CH:2]=1.[CH3:14][Si]([N-][Si](C)(C)C)(C)C.[Li+].CO[C:26]1[CH:33]=[CH:32][C:29]([CH2:30]Cl)=[CH:28][CH:27]=1. Given the product [CH3:13][C:7]([C:3]1[CH:2]=[N:1][CH:6]=[CH:5][CH:4]=1)([CH2:14][C:26]1[CH:33]=[CH:32][C:29]([CH3:30])=[CH:28][CH:27]=1)[C:8]([O:10][CH2:11][CH3:12])=[O:9], predict the reactants needed to synthesize it. (7) Given the product [OH:11][C@H:10]([C:12]1[CH:13]=[N:14][CH:15]=[CH:16][CH:17]=1)[CH2:9][NH:8][CH2:19][CH2:20][C:21]1[CH:22]=[CH:23][C:24]([C:27]2[CH:32]=[CH:31][C:30]([C:33]([O:35][CH3:36])=[O:34])=[CH:29][CH:28]=2)=[CH:25][CH:26]=1, predict the reactants needed to synthesize it. The reactants are: C([N:8]([CH2:19][CH2:20][C:21]1[CH:26]=[CH:25][C:24]([C:27]2[CH:32]=[CH:31][C:30]([C:33]([O:35][CH3:36])=[O:34])=[CH:29][CH:28]=2)=[CH:23][CH:22]=1)[CH2:9][C@@H:10]([C:12]1[CH:13]=[N:14][C:15](Cl)=[CH:16][CH:17]=1)[OH:11])C1C=CC=CC=1.C([O-])=O.[NH4+].